The task is: Regression/Classification. Given a drug SMILES string, predict its toxicity properties. Task type varies by dataset: regression for continuous values (e.g., LD50, hERG inhibition percentage) or binary classification for toxic/non-toxic outcomes (e.g., AMES mutagenicity, cardiotoxicity, hepatotoxicity). Dataset: herg_karim.. This data is from hERG potassium channel inhibition data for cardiac toxicity prediction from Karim et al.. (1) The compound is CN1CCCC(c2nc3ccccc3n2Cc2ccc(F)cc2)C1. The result is 1 (blocker). (2) The compound is CN(C)Cc1ccc2c(c1)CC[C@H](N(C)C(=O)c1ccc(-c3ccccc3)cn1)C2. The result is 0 (non-blocker).